Predict the reactants needed to synthesize the given product. From a dataset of Full USPTO retrosynthesis dataset with 1.9M reactions from patents (1976-2016). (1) Given the product [Cl:1][C:2]1[CH:3]=[CH:4][C:5]([O:25][CH2:26][C:27]([N:29]2[CH2:34][CH2:33][N:32]([CH2:35][C:36]3[CH:37]=[CH:38][C:39]([F:42])=[CH:40][CH:41]=3)[CH2:31][C@H:30]2[CH3:43])=[O:28])=[C:6]([NH:8][S:9]([CH2:12][CH2:13][NH2:14])(=[O:11])=[O:10])[CH:7]=1, predict the reactants needed to synthesize it. The reactants are: [Cl:1][C:2]1[CH:3]=[CH:4][C:5]([O:25][CH2:26][C:27]([N:29]2[CH2:34][CH2:33][N:32]([CH2:35][C:36]3[CH:41]=[CH:40][C:39]([F:42])=[CH:38][CH:37]=3)[CH2:31][CH:30]2[CH3:43])=[O:28])=[C:6]([NH:8][S:9]([CH2:12][CH2:13][N:14]2C(=O)C3C(=CC=CC=3)C2=O)(=[O:11])=[O:10])[CH:7]=1.O.NN. (2) Given the product [NH2:1][C@H:2]([C:15]([NH:17][C@H:18]([C:31]([NH:48][C@H:49]([C:54]([OH:56])=[O:55])[C@H:50]([CH2:52][CH3:53])[CH3:51])=[O:32])[CH2:19][C:20]1[CH:21]=[CH:22][C:23]([OH:26])=[CH:24][CH:25]=1)=[O:16])[CH2:3][C:4]1[CH:9]=[CH:8][C:7]([OH:10])=[CH:6][CH:5]=1.[CH3:57][N:58]1[C@@H:75]2[CH2:76][C:63]3[CH:64]=[CH:65][C:66]([O:77][CH3:78])=[C:67]4[O:68][C@H:69]5[C:70]([CH2:72][CH2:73][C@@H:74]2[C@:61]5([C:62]=34)[CH2:60][CH2:59]1)=[O:71], predict the reactants needed to synthesize it. The reactants are: [NH:1](C(OC(C)(C)C)=O)[C@H:2]([C:15]([NH:17][C@H:18]([C:31](ON1C(=O)CCC1=O)=[O:32])[CH2:19][C:20]1[CH:25]=[CH:24][C:23]([O:26]C(C)(C)C)=[CH:22][CH:21]=1)=[O:16])[CH2:3][C:4]1[CH:9]=[CH:8][C:7]([O:10]C(C)(C)C)=[CH:6][CH:5]=1.[NH2:48][C@H:49]([C:54]([OH:56])=[O:55])[C@H:50]([CH2:52][CH3:53])[CH3:51].[CH3:57][N:58]1[C@@H:75]2[CH2:76][C:63]3[CH:64]=[CH:65][C:66]([O:77][CH3:78])=[C:67]4[O:68][C@H:69]5[C:70]([CH2:72][CH2:73][C@@H:74]2[C@:61]5([C:62]=34)[CH2:60][CH2:59]1)=[O:71]. (3) Given the product [Cl:21][C:8]1[CH:9]=[C:10]([NH:13][S:14]([C:17]([F:20])([F:19])[F:18])(=[O:16])=[O:15])[CH:11]=[CH:12][C:7]=1[C:5]1[N:6]=[C:2]([C:28]2[CH:27]=[CH:26][N:25]=[CH:24][C:23]=2[CH3:22])[S:3][CH:4]=1, predict the reactants needed to synthesize it. The reactants are: Br[C:2]1[S:3][CH:4]=[C:5]([C:7]2[CH:12]=[CH:11][C:10]([NH:13][S:14]([C:17]([F:20])([F:19])[F:18])(=[O:16])=[O:15])=[CH:9][C:8]=2[Cl:21])[N:6]=1.[CH3:22][C:23]1[CH:24]=[N:25][CH:26]=[CH:27][C:28]=1B(O)O.C(=O)([O-])[O-].[Na+].[Na+].CN(C)C=O. (4) Given the product [C:3]([CH:5]1[CH2:10][CH2:9][N:8]([C:11]([O:13][C:14]([CH3:17])([CH3:16])[CH3:15])=[O:12])[CH2:7][CH2:6]1)(=[NH:2])[NH2:4], predict the reactants needed to synthesize it. The reactants are: O[NH:2][C:3]([CH:5]1[CH2:10][CH2:9][N:8]([C:11]([O:13][C:14]([CH3:17])([CH3:16])[CH3:15])=[O:12])[CH2:7][CH2:6]1)=[NH:4].CO. (5) Given the product [CH3:44][C:34]1[CH:39]=[CH:38][C:37]([S:40]([O:9][CH2:8][C:7]2[C:2]([Cl:1])=[CH:3][C:4]([C:10]3[CH:22]=[CH:21][C:13]([C:14](=[O:15])[NH:16][S:17]([CH3:20])(=[O:19])=[O:18])=[CH:12][C:11]=3[O:23][CH3:24])=[CH:5][N:6]=2)(=[O:42])=[O:41])=[CH:36][CH:35]=1, predict the reactants needed to synthesize it. The reactants are: [Cl:1][C:2]1[CH:3]=[C:4]([C:10]2[CH:22]=[CH:21][C:13]([C:14]([NH:16][S:17]([CH3:20])(=[O:19])=[O:18])=[O:15])=[CH:12][C:11]=2[O:23][CH3:24])[CH:5]=[N:6][C:7]=1[CH2:8][OH:9].C(N(C(C)C)CC)(C)C.[C:34]1([CH3:44])[CH:39]=[CH:38][C:37]([S:40](Cl)(=[O:42])=[O:41])=[CH:36][CH:35]=1. (6) Given the product [C:8]1([C:14](=[N:15][C@@H:16]([C@H:3]2[CH2:4][CH2:5][CH2:6][C:1](=[O:7])[CH2:2]2)[C:17]([O:19][C:20]([CH3:23])([CH3:22])[CH3:21])=[O:18])[C:24]2[CH:25]=[CH:26][CH:27]=[CH:28][CH:29]=2)[CH:9]=[CH:10][CH:11]=[CH:12][CH:13]=1, predict the reactants needed to synthesize it. The reactants are: [C:1]1(=[O:7])[CH2:6][CH2:5][CH2:4][CH:3]=[CH:2]1.[C:8]1([C:14]([C:24]2[CH:29]=[CH:28][CH:27]=[CH:26][CH:25]=2)=[N:15][CH2:16][C:17]([O:19][C:20]([CH3:23])([CH3:22])[CH3:21])=[O:18])[CH:13]=[CH:12][CH:11]=[CH:10][CH:9]=1.C=C[C@@H]1[C@@H]2C[C@@H]([C@H](O)C3C=CN=C4C=CC=CC=34)N(CC2)C1.C(OCC)(=O)C.